The task is: Predict which catalyst facilitates the given reaction.. This data is from Catalyst prediction with 721,799 reactions and 888 catalyst types from USPTO. (1) Reactant: [C:1]([O:5][C:6](=[O:14])[CH2:7][O:8][CH2:9]/[CH:10]=[CH:11]\[CH2:12]O)([CH3:4])([CH3:3])[CH3:2].N1C(C)=CC(C)=CC=1C.[Cl-].[Li+].CS([Cl:30])(=O)=O. Product: [C:1]([O:5][C:6](=[O:14])[CH2:7][O:8][CH2:9]/[CH:10]=[CH:11]\[CH2:12][Cl:30])([CH3:4])([CH3:3])[CH3:2]. The catalyst class is: 9. (2) Reactant: [CH3:1][N:2]([CH3:31])[C:3]([C:5]1[CH:6]=[CH:7][C:8](/[CH:20]=[CH:21]/[C:22]2[C:30]3[C:25](=[CH:26][CH:27]=[CH:28][CH:29]=3)[NH:24][N:23]=2)=[C:9]([NH:11][C:12]([C:14]2[S:15][CH:16]=[CH:17][C:18]=2[CH3:19])=[O:13])[CH:10]=1)=[O:4].[ClH:32].CO. Product: [ClH:32].[CH3:31][N:2]([CH3:1])[C:3]([C:5]1[CH:6]=[CH:7][C:8](/[CH:20]=[CH:21]/[C:22]2[C:30]3[C:25](=[CH:26][CH:27]=[CH:28][CH:29]=3)[NH:24][N:23]=2)=[C:9]([NH:11][C:12]([C:14]2[S:15][CH:16]=[CH:17][C:18]=2[CH3:19])=[O:13])[CH:10]=1)=[O:4]. The catalyst class is: 5. (3) Reactant: [Cl-].[Al+3].[Cl-].[Cl-].[H-].[Al+3].[Li+].[H-].[H-].[H-].[CH:11]([C:14]1[CH:19]=[CH:18][C:17]([CH:20]2[C:24]3[C:25]([CH3:43])=[C:26]([NH:31][C:32]([C:34]4[CH:42]=[CH:41][C:37]5[O:38][CH2:39][O:40][C:36]=5[CH:35]=4)=O)[C:27]([CH3:30])=[C:28]([CH3:29])[C:23]=3[O:22][C:21]2([CH3:45])[CH3:44])=[CH:16][CH:15]=1)([CH3:13])[CH3:12].[OH-].[Na+]. Product: [O:38]1[C:37]2[CH:41]=[CH:42][C:34]([CH2:32][NH:31][C:26]3[C:27]([CH3:30])=[C:28]([CH3:29])[C:23]4[O:22][C:21]([CH3:45])([CH3:44])[CH:20]([C:17]5[CH:16]=[CH:15][C:14]([CH:11]([CH3:13])[CH3:12])=[CH:19][CH:18]=5)[C:24]=4[C:25]=3[CH3:43])=[CH:35][C:36]=2[O:40][CH2:39]1. The catalyst class is: 7.